Dataset: Reaction yield outcomes from USPTO patents with 853,638 reactions. Task: Predict the reaction yield, written as a fraction of the theoretical maximum amount of product (1.0 means a 100% yield; for example, 0.34 means a 34% yield). The reactants are [C:1]1([N:11]=[C:12]=[O:13])[C:10]2[C:5](=[CH:6][CH:7]=[CH:8][CH:9]=2)[CH:4]=[CH:3][CH:2]=1.Cl.[O:15]=[C:16]1[CH:21]([N:22]2[C:30](=[O:31])[C:29]3[C:24](=[CH:25][CH:26]=[CH:27][C:28]=3[CH2:32][NH:33][CH3:34])[C:23]2=[O:35])[CH2:20][CH2:19][C:18](=[O:36])[NH:17]1.C(N(CC)CC)C. The catalyst is C1COCC1. The product is [O:15]=[C:16]1[CH:21]([N:22]2[C:30](=[O:31])[C:29]3[C:24](=[CH:25][CH:26]=[CH:27][C:28]=3[CH2:32][N:33]([CH3:34])[C:12]([NH:11][C:1]3[C:10]4[C:5](=[CH:6][CH:7]=[CH:8][CH:9]=4)[CH:4]=[CH:3][CH:2]=3)=[O:13])[C:23]2=[O:35])[CH2:20][CH2:19][C:18](=[O:36])[NH:17]1. The yield is 0.530.